Task: Predict the reaction yield, written as a fraction of the theoretical maximum amount of product (1.0 means a 100% yield; for example, 0.34 means a 34% yield).. Dataset: Reaction yield outcomes from USPTO patents with 853,638 reactions The reactants are [CH2:1]=[O:2].[CH2:3](N(CC)CC)C.[CH:10](=[O:14])[CH2:11][CH2:12][CH3:13].[OH2:15]. No catalyst specified. The product is [CH2:1]([C:11]([CH2:10][OH:14])([CH2:3][OH:15])[CH2:12][CH3:13])[OH:2]. The yield is 0.816.